Task: Predict the reactants needed to synthesize the given product.. Dataset: Full USPTO retrosynthesis dataset with 1.9M reactions from patents (1976-2016) (1) The reactants are: F[P-](F)(F)(F)(F)F.[N:8]1(O[P+](N(C)C)(N(C)C)N(C)C)[C:12]2[CH:13]=CC=C[C:11]=2N=N1.[OH:28][CH:29]1[CH2:32][N:31]([C:33]2[CH:41]=[CH:40][C:36]([C:37]([OH:39])=O)=[CH:35][CH:34]=2)[CH2:30]1.CC(N)C.C(N(CC)C(C)C)(C)C. Given the product [OH:28][CH:29]1[CH2:30][N:31]([C:33]2[CH:34]=[CH:35][C:36]([C:37]([NH:8][CH:12]([CH3:13])[CH3:11])=[O:39])=[CH:40][CH:41]=2)[CH2:32]1, predict the reactants needed to synthesize it. (2) Given the product [CH3:4][C:2]([Si:5]([CH3:44])([CH3:43])[N:6]1[C:14]2[C:9](=[C:10]([C:15]3[CH:23]=[C:22]4[C:18]([CH:19]=[N:20][N:21]4[S:24]([C:27]4[CH:32]=[CH:31][CH:30]=[CH:29][CH:28]=4)(=[O:26])=[O:25])=[C:17]([C:33]4[O:34][C:35]([CH2:38][OH:39])=[CH:36][N:37]=4)[CH:16]=3)[CH:11]=[CH:12][CH:13]=2)[CH:8]=[CH:7]1)([CH3:1])[CH3:3], predict the reactants needed to synthesize it. The reactants are: [CH3:1][C:2]([Si:5]([CH3:44])([CH3:43])[N:6]1[C:14]2[C:9](=[C:10]([C:15]3[CH:23]=[C:22]4[C:18]([CH:19]=[N:20][N:21]4[S:24]([C:27]4[CH:32]=[CH:31][CH:30]=[CH:29][CH:28]=4)(=[O:26])=[O:25])=[C:17]([C:33]4[O:34][C:35]([C:38](OCC)=[O:39])=[CH:36][N:37]=4)[CH:16]=3)[CH:11]=[CH:12][CH:13]=2)[CH:8]=[CH:7]1)([CH3:4])[CH3:3].ClC1C=C2C(C=NN2S(C2C=CC=CC=2)(=O)=O)=C(C2OC(C(OCC)=O)=CN=2)C=1.[H-].C([Al+]CC(C)C)C(C)C.[Cl-].[NH4+]. (3) Given the product [NH2:1][C:4]1[CH:5]=[N:6][C:7]2[C:12]([C:13]=1[NH:14][CH2:15][CH2:16][O:17][CH2:18][CH2:19][OH:20])=[CH:11][CH:10]=[CH:9][CH:8]=2, predict the reactants needed to synthesize it. The reactants are: [N+:1]([C:4]1[CH:5]=[N:6][C:7]2[C:12]([C:13]=1[NH:14][CH2:15][CH2:16][O:17][CH2:18][CH2:19][OH:20])=[CH:11][CH:10]=[CH:9][CH:8]=2)([O-])=O.S([O-])([O-])(=O)=O.[Mg+2].